This data is from Catalyst prediction with 721,799 reactions and 888 catalyst types from USPTO. The task is: Predict which catalyst facilitates the given reaction. (1) Reactant: [S:1]([N:11]1[C:15]2=[N:16][CH:17]=[C:18]([NH:20][NH:21]C(OC(C)(C)C)=O)[N:19]=[C:14]2[CH:13]=[CH:12]1)([C:4]1[CH:10]=[CH:9][C:7]([CH3:8])=[CH:6][CH:5]=1)(=[O:3])=[O:2].S(N1C2=NC=C(N(C(OC(C)(C)C)=O)N)N=C2C=C1)(C1C=CC(C)=CC=1)(=O)=O.Cl. Product: [NH:20]([C:18]1[N:19]=[C:14]2[CH:13]=[CH:12][N:11]([S:1]([C:4]3[CH:10]=[CH:9][C:7]([CH3:8])=[CH:6][CH:5]=3)(=[O:2])=[O:3])[C:15]2=[N:16][CH:17]=1)[NH2:21]. The catalyst class is: 12. (2) Reactant: [NH2:1][C@H:2]([CH2:4][OH:5])[CH3:3].FC(F)(F)C(O)=O.[C:13]([C:15]1[CH:16]=[C:17]([C:25]2[O:29][N:28]=[C:27]([C:30]3[CH:44]=[CH:43][C:33]4[CH2:34][CH2:35][N:36]([CH2:39][C:40](O)=[O:41])[CH2:37][CH2:38][C:32]=4[C:31]=3[CH3:45])[N:26]=2)[CH:18]=[CH:19][C:20]=1[O:21][CH:22]([CH3:24])[CH3:23])#[N:14].CCN(C(C)C)C(C)C.CN(C(ON1N=NC2C=CC=NC1=2)=[N+](C)C)C.F[P-](F)(F)(F)(F)F. Product: [C:13]([C:15]1[CH:16]=[C:17]([C:25]2[O:29][N:28]=[C:27]([C:30]3[CH:44]=[CH:43][C:33]4[CH2:34][CH2:35][N:36]([CH2:39][C:40]([NH:1][C@@H:2]([CH3:3])[CH2:4][OH:5])=[O:41])[CH2:37][CH2:38][C:32]=4[C:31]=3[CH3:45])[N:26]=2)[CH:18]=[CH:19][C:20]=1[O:21][CH:22]([CH3:24])[CH3:23])#[N:14]. The catalyst class is: 39.